From a dataset of Reaction yield outcomes from USPTO patents with 853,638 reactions. Predict the reaction yield, written as a fraction of the theoretical maximum amount of product (1.0 means a 100% yield; for example, 0.34 means a 34% yield). The reactants are [CH3:1][N:2]([CH3:35])[CH2:3][C@H:4]([NH:16][S:17]([C:20]1[S:21][C:22]([C:25]2[N:29]([CH3:30])[N:28]=[C:27]([C:31]([F:34])([F:33])[F:32])[CH:26]=2)=[CH:23][CH:24]=1)(=[O:19])=[O:18])[CH2:5][C:6]([O:8][CH2:9][C:10]1[CH:15]=[CH:14][CH:13]=[CH:12][CH:11]=1)=[O:7].[CH3:36][I:37]. The catalyst is C(Cl)Cl. The product is [I-:37].[CH2:9]([O:8][C:6](=[O:7])[CH2:5][C@@H:4]([NH:16][S:17]([C:20]1[S:21][C:22]([C:25]2[N:29]([CH3:30])[N:28]=[C:27]([C:31]([F:34])([F:32])[F:33])[CH:26]=2)=[CH:23][CH:24]=1)(=[O:18])=[O:19])[CH2:3][N+:2]([CH3:36])([CH3:1])[CH3:35])[C:10]1[CH:11]=[CH:12][CH:13]=[CH:14][CH:15]=1. The yield is 1.00.